Dataset: Forward reaction prediction with 1.9M reactions from USPTO patents (1976-2016). Task: Predict the product of the given reaction. Given the reactants [Si:1]([O:8][CH2:9][C:10]1[CH:11]=[C:12]([N:19]2[CH2:24][CH2:23][O:22][CH2:21][CH2:20]2)[CH:13]=[CH:14][C:15]=1[N+:16]([O-])=O)([C:4]([CH3:7])([CH3:6])[CH3:5])([CH3:3])[CH3:2], predict the reaction product. The product is: [Si:1]([O:8][CH2:9][C:10]1[CH:11]=[C:12]([N:19]2[CH2:24][CH2:23][O:22][CH2:21][CH2:20]2)[CH:13]=[CH:14][C:15]=1[NH2:16])([C:4]([CH3:7])([CH3:5])[CH3:6])([CH3:3])[CH3:2].